Predict the product of the given reaction. From a dataset of Forward reaction prediction with 1.9M reactions from USPTO patents (1976-2016). (1) Given the reactants [C:1]([N:4]1[CH2:9][CH2:8][N:7]([C:10](=[N:12][C:13]([C:15]2[CH:20]=[CH:19][C:18]([C:21]3[C:34]4[C:29](=[CH:30][C:31]([O:37][CH3:38])=[C:32]([O:35][CH3:36])[CH:33]=4)[CH:28]4[CH:23]([CH2:24][CH2:25][CH:26]([O:39]C(=O)C)[CH2:27]4)[N:22]=3)=[CH:17][CH:16]=2)=[O:14])[NH2:11])[CH2:6][CH2:5]1)(=[O:3])[CH3:2].C(=O)([O-])[O-].[Cs+].[Cs+], predict the reaction product. The product is: [C:1]([N:4]1[CH2:9][CH2:8][N:7]([C:10](=[N:12][C:13](=[O:14])[C:15]2[CH:16]=[CH:17][C:18]([C:21]3[C:34]4[C:29](=[CH:30][C:31]([O:37][CH3:38])=[C:32]([O:35][CH3:36])[CH:33]=4)[CH:28]4[CH:23]([CH2:24][CH2:25][CH:26]([OH:39])[CH2:27]4)[N:22]=3)=[CH:19][CH:20]=2)[NH2:11])[CH2:6][CH2:5]1)(=[O:3])[CH3:2]. (2) Given the reactants [Cl:1][C:2]1[CH:3]=[C:4]([CH:7]=[CH:8][C:9]=1[CH2:10][N:11]([CH2:13][CH2:14][CH2:15][CH2:16][N:17]([CH2:21][CH2:22][CH3:23])[CH2:18][CH2:19][CH3:20])[CH3:12])[CH:5]=O.[CH3:24][N:25]1[CH:29]=[CH:28][N:27]=[C:26]1[CH2:30][NH2:31].C(OC)(OC)OC.[BH4-].[Na+].[Cl-].[NH4+:42], predict the reaction product. The product is: [Cl:1][C:2]1[CH:3]=[C:4]([CH2:5][N:31]([CH2:14][C:13]2[NH:42][CH:9]=[CH:10][N:11]=2)[CH2:30][C:26]2[N:25]([CH3:24])[CH:29]=[CH:28][N:27]=2)[CH:7]=[CH:8][C:9]=1[CH2:10][N:11]([CH3:12])[CH2:13][CH2:14][CH2:15][CH2:16][N:17]([CH2:21][CH2:22][CH3:23])[CH2:18][CH2:19][CH3:20]. (3) Given the reactants [Cl:1][C:2]1[CH:7]=[CH:6][C:5]([C:8]([N:16]2[C:24]3[CH:23]=[CH:22][CH:21]=[C:20]([NH2:25])[C:19]=3[CH:18]=[N:17]2)([CH2:14][CH3:15])[CH2:9][C:10]([F:13])([F:12])[F:11])=[CH:4][CH:3]=1.CN1CCOCC1.[CH3:33][S:34](Cl)(=[O:36])=[O:35], predict the reaction product. The product is: [Cl:1][C:2]1[CH:7]=[CH:6][C:5]([C:8]([N:16]2[C:24]3[C:19](=[C:20]([NH:25][S:34]([CH3:33])(=[O:36])=[O:35])[CH:21]=[CH:22][CH:23]=3)[CH:18]=[N:17]2)([CH2:14][CH3:15])[CH2:9][C:10]([F:13])([F:11])[F:12])=[CH:4][CH:3]=1. (4) Given the reactants CC1C=CC(S(O[CH2:12][CH:13]2[O:18][C:17]3[CH:19]=[C:20]([F:24])[CH:21]=[C:22]([F:23])[C:16]=3[O:15][CH2:14]2)(=O)=O)=CC=1.[CH2:25]([NH2:29])[CH2:26][CH2:27][CH3:28], predict the reaction product. The product is: [F:23][C:22]1[C:16]2[O:15][CH2:14][CH:13]([CH2:12][NH:29][CH2:25][CH2:26][CH2:27][CH3:28])[O:18][C:17]=2[CH:19]=[C:20]([F:24])[CH:21]=1. (5) Given the reactants [CH2:1]([OH:9])[C:2]1[C:3](=[CH:5][CH:6]=[CH:7][CH:8]=1)[OH:4].[CH3:10][C:11]([CH3:13])=O.C1(C)C=CC(S(O)(=O)=O)=CC=1, predict the reaction product. The product is: [CH3:10][C:11]1([CH3:13])[O:9][CH2:1][C:2]2[CH:8]=[CH:7][CH:6]=[CH:5][C:3]=2[O:4]1. (6) Given the reactants [Cl:1][C:2]1[N:10]=[C:9]2[C:5]([NH:6][CH:7]=[N:8]2)=[C:4](Cl)[N:3]=1.[C:12]([O:16][C:17]([N:19]1[CH2:24][CH2:23][NH:22][CH2:21][CH2:20]1)=[O:18])([CH3:15])([CH3:14])[CH3:13].C(N(CC)CC)C.O, predict the reaction product. The product is: [C:12]([O:16][C:17]([N:19]1[CH2:24][CH2:23][N:22]([C:4]2[N:3]=[C:2]([Cl:1])[N:10]=[C:9]3[C:5]=2[N:6]=[CH:7][NH:8]3)[CH2:21][CH2:20]1)=[O:18])([CH3:15])([CH3:13])[CH3:14]. (7) Given the reactants C([O:3][C:4]([C:6]1[N:7](S(C2C=CC=CC=2)(=O)=O)[C:8]2[C:13]([C:14]=1[S:15]([NH:18][CH2:19][CH2:20][CH2:21][CH2:22][C:23]([O:25][C:26]([CH3:29])([CH3:28])[CH3:27])=[O:24])(=[O:17])=[O:16])=[CH:12][C:11]([Br:30])=[CH:10][CH:9]=2)=[O:5])C.[OH-].[Na+], predict the reaction product. The product is: [Br:30][C:11]1[CH:12]=[C:13]2[C:8](=[CH:9][CH:10]=1)[NH:7][C:6]([C:4]([OH:5])=[O:3])=[C:14]2[S:15]([NH:18][CH2:19][CH2:20][CH2:21][CH2:22][C:23]([O:25][C:26]([CH3:29])([CH3:28])[CH3:27])=[O:24])(=[O:16])=[O:17]. (8) Given the reactants C[C@H]1CC=C[C@H]2[C@H](O)C([C@@H](C)[C@H]3[C@H](CC4C=CC=CC=4)NC(=O)[C@@]23OC(=[O:10])C=C[C@H](O)CCC1)=C.[Na+].[Cl-].C1N(CCO)CCN(CCS(O)(=O)=O)C1.[Cl-].[K+].[O-]S([O-])(=O)=O.[Mg+2].[Cl-].[Cl-].[Ca+2].[O:64]=[CH:65][CH2:66][C@H:67]([C@@H:69]([C@@H:71]([CH2:73][OH:74])[OH:72])[OH:70])[OH:68], predict the reaction product. The product is: [O:64]=[CH:65][C@@H:66]([C@H:67]([C@@H:69]([C@@H:71]([CH2:73][OH:74])[OH:72])[OH:70])[OH:68])[OH:10]. (9) Given the reactants [H][H].[N+:3]([C:6]1[CH:7]=[N:8][N:9]([CH:11]([C:19]2[CH:24]=[CH:23][CH:22]=[CH:21][CH:20]=2)[CH2:12][N:13]2[CH2:17][CH2:16][CH2:15][C:14]2=[O:18])[CH:10]=1)([O-])=O, predict the reaction product. The product is: [NH2:3][C:6]1[CH:7]=[N:8][N:9]([CH:11]([C:19]2[CH:24]=[CH:23][CH:22]=[CH:21][CH:20]=2)[CH2:12][N:13]2[CH2:17][CH2:16][CH2:15][C:14]2=[O:18])[CH:10]=1.